Dataset: Full USPTO retrosynthesis dataset with 1.9M reactions from patents (1976-2016). Task: Predict the reactants needed to synthesize the given product. (1) Given the product [CH3:26][C:19]1[N:18]=[C:17]([N:13]2[CH2:12][CH2:11][C:10](=[CH:9]/[CH:8]=[CH:7]/[C:1]3[CH:6]=[CH:5][CH:4]=[CH:3][CH:2]=3)[CH2:15][CH2:14]2)[C:22]([N+:23]([O-:25])=[O:24])=[CH:21][CH:20]=1, predict the reactants needed to synthesize it. The reactants are: [C:1]1(/[CH:7]=[CH:8]/[CH:9]=[C:10]2[CH2:15][CH2:14][NH:13][CH2:12][CH2:11]2)[CH:6]=[CH:5][CH:4]=[CH:3][CH:2]=1.Cl[C:17]1[C:22]([N+:23]([O-:25])=[O:24])=[CH:21][CH:20]=[C:19]([CH3:26])[N:18]=1.C(=O)([O-])[O-].[K+].[K+].O. (2) Given the product [ClH:22].[ClH:22].[ClH:22].[Cl:22][C:11]1[CH:12]=[N:13][C:14]2[C:19]([C:10]=1[CH2:9][CH2:8][N:5]1[CH2:6][CH2:7][C@@H:2]([NH:1][CH2:41][C:39]3[CH:38]=[CH:37][C:34]4[O:35][CH2:36][C:31](=[O:30])[NH:32][C:33]=4[N:40]=3)[C@H:3]([OH:23])[CH2:4]1)=[CH:18][C:17]([O:20][CH3:21])=[CH:16][CH:15]=2, predict the reactants needed to synthesize it. The reactants are: [NH2:1][C@@H:2]1[CH2:7][CH2:6][N:5]([CH2:8][CH2:9][C:10]2[C:19]3[C:14](=[CH:15][CH:16]=[C:17]([O:20][CH3:21])[CH:18]=3)[N:13]=[CH:12][C:11]=2[Cl:22])[CH2:4][C@H:3]1[OH:23].N1CCCCC1.[O:30]=[C:31]1[CH2:36][O:35][C:34]2[CH:37]=[CH:38][C:39]([CH:41]=O)=[N:40][C:33]=2[NH:32]1. (3) Given the product [C:6]([N:8]1[C:16]2[C:11](=[CH:12][C:13]([CH2:17][O:25][CH:19]3[CH2:24][CH2:23][CH2:22][CH2:21][CH2:20]3)=[CH:14][CH:15]=2)[CH:10]=[CH:9]1)([O:5][C:1]([CH3:4])([CH3:3])[CH3:2])=[O:7], predict the reactants needed to synthesize it. The reactants are: [C:1]([O:5][C:6]([N:8]1[C:16]2[C:11](=[CH:12][C:13]([CH2:17]Cl)=[CH:14][CH:15]=2)[CH:10]=[CH:9]1)=[O:7])([CH3:4])([CH3:3])[CH3:2].[CH:19]1([OH:25])[CH2:24][CH2:23][CH2:22][CH2:21][CH2:20]1. (4) Given the product [C:12]([CH2:11][C:10]1[C:9]([Cl:16])=[C:8]([Cl:17])[S:7][C:6]=1[CH2:5][C:4]([OH:18])=[O:3])([OH:14])=[O:13], predict the reactants needed to synthesize it. The reactants are: C([O:3][C:4](=[O:18])[CH2:5][C:6]1[S:7][C:8]([Cl:17])=[C:9]([Cl:16])[C:10]=1[CH2:11][C:12]([O:14]C)=[O:13])C.[OH-].[Na+]. (5) Given the product [CH2:1]([N:3]1[CH2:8][CH2:7][N:6]([C:9]([C@:11]23[CH2:40][CH2:39][C@@H:38]([C:41]([CH3:43])=[CH2:42])[C@@H:12]2[C@@H:13]2[C@@:26]([CH3:29])([CH2:27][CH2:28]3)[C@@:25]3([CH3:30])[C@@H:16]([C@:17]4([CH3:37])[C@@H:22]([CH2:23][CH2:24]3)[C:21]([CH3:32])([CH3:31])[C@@H:20]([OH:45])[CH2:19][CH2:18]4)[CH2:15][CH2:14]2)=[O:10])[CH2:5][CH2:4]1)[CH3:2], predict the reactants needed to synthesize it. The reactants are: [CH2:1]([N:3]1[CH2:8][CH2:7][N:6]([C:9]([C@:11]23[CH2:40][CH2:39][C@@H:38]([C:41]([CH3:43])=[CH2:42])[C@@H:12]2[C@@H:13]2[C@@:26]([CH3:29])([CH2:27][CH2:28]3)[C@@:25]3([CH3:30])[C@@H:16]([C@@:17]4([CH3:37])[C@H:22]([CH2:23][CH2:24]3)[C:21]([CH3:32])([CH3:31])[C@H:20](CC([O-])=O)[CH2:19][CH2:18]4)[CH2:15][CH2:14]2)=[O:10])[CH2:5][CH2:4]1)[CH3:2].C(=O)([O-])[O-:45].[K+].[K+]. (6) Given the product [Cl:8][C:7]1[N:6]=[C:5]2[O:9][C:10]([C:16]3[CH:21]=[CH:20][C:19]([F:22])=[CH:18][CH:17]=3)=[C:11]([C:12](=[O:13])[NH:14][CH3:15])[C:4]2=[CH:3][C:2]=1[C:26]1[CH:27]=[C:28]([CH:32]=[CH:33][C:34]=1[O:35][CH3:36])[C:29]([OH:31])=[O:30], predict the reactants needed to synthesize it. The reactants are: Br[C:2]1[CH:3]=[C:4]2[C:11]([C:12]([NH:14][CH3:15])=[O:13])=[C:10]([C:16]3[CH:21]=[CH:20][C:19]([F:22])=[CH:18][CH:17]=3)[O:9][C:5]2=[N:6][C:7]=1[Cl:8].B([C:26]1[CH:27]=[C:28]([CH:32]=[CH:33][C:34]=1[O:35][CH3:36])[C:29]([OH:31])=[O:30])(O)O.C(=O)([O-])[O-].[Cs+].[Cs+]. (7) Given the product [F:45][C:44]([F:47])([F:46])[S:41]([N:48]=[N+:49]=[N-:50])(=[O:43])=[O:42].[N:1]([CH2:6][CH2:7][C:8]1[C:16]2[C:11](=[CH:12][CH:13]=[C:14]([Cl:17])[CH:15]=2)[NH:10][C:9]=1[C:18]([NH:20][CH2:21][CH2:22][C:23]1[CH:24]=[CH:25][C:26]([N:29]2[CH2:34][CH2:33][CH2:32][CH2:31][CH2:30]2)=[CH:27][CH:28]=1)=[O:19])=[N+:2]=[N-:3], predict the reactants needed to synthesize it. The reactants are: [N-:1]=[N+:2]=[N-:3].[Na+].N[CH2:6][CH2:7][C:8]1[C:16]2[C:11](=[CH:12][CH:13]=[C:14]([Cl:17])[CH:15]=2)[NH:10][C:9]=1[C:18]([NH:20][CH2:21][CH2:22][C:23]1[CH:28]=[CH:27][C:26]([N:29]2[CH2:34][CH2:33][CH2:32][CH2:31][CH2:30]2)=[CH:25][CH:24]=1)=[O:19].C(=O)([O-])[O-].[K+].[K+].[S:41]([N:48]=[N+:49]=[N-:50])([C:44]([F:47])([F:46])[F:45])(=[O:43])=[O:42]. (8) The reactants are: [CH3:1][N:2]1[C:10]2[CH:9]=[C:8]([N:11]3[CH:16]=[CH:15][C:14]([C:17]4[CH:22]=[CH:21][C:20]([C:23]([F:26])([F:25])[F:24])=[CH:19][CH:18]=4)=[CH:13][C:12]3=[O:27])[CH:7]=[CH:6][C:5]=2[C:4]2[CH2:28][N:29](C(OC(C)(C)C)=O)[CH2:30][CH2:31][C:3]1=2.[ClH:39]. Given the product [ClH:39].[ClH:39].[CH3:1][N:2]1[C:10]2[CH:9]=[C:8]([N:11]3[CH:16]=[CH:15][C:14]([C:17]4[CH:18]=[CH:19][C:20]([C:23]([F:24])([F:26])[F:25])=[CH:21][CH:22]=4)=[CH:13][C:12]3=[O:27])[CH:7]=[CH:6][C:5]=2[C:4]2[CH2:28][NH:29][CH2:30][CH2:31][C:3]1=2, predict the reactants needed to synthesize it.